Task: Predict the product of the given reaction.. Dataset: Forward reaction prediction with 1.9M reactions from USPTO patents (1976-2016) (1) Given the reactants [CH2:1]([N:4]1[C:9](=[O:10])[C:8](Br)=[N:7][N:6]([C:12]2[CH:13]=[C:14]([NH:18][C:19](=[O:21])[CH3:20])[CH:15]=[CH:16][CH:17]=2)[C:5]1=[O:22])[CH:2]=[CH2:3].[Na].[CH3:24][OH:25], predict the reaction product. The product is: [CH2:1]([N:4]1[C:9](=[O:10])[C:8]([O:25][CH3:24])=[N:7][N:6]([C:12]2[CH:13]=[C:14]([NH:18][C:19](=[O:21])[CH3:20])[CH:15]=[CH:16][CH:17]=2)[C:5]1=[O:22])[CH:2]=[CH2:3]. (2) The product is: [Cl:32][C:3]1[C:4]([NH:23][C:24]2[CH:29]=[CH:28][C:27]([F:30])=[CH:26][C:25]=2[CH3:31])=[C:5]([C:8]([N:10]2[CH2:11][CH2:12][CH:13]([C:16]3[CH:17]=[CH:18][C:19]([F:22])=[CH:20][CH:21]=3)[CH2:14][CH2:15]2)=[O:9])[N:6]=[N:7][C:2]=1[Cl:1]. Given the reactants [Cl:1][C:2]1[N:7]=[N:6][C:5]([C:8]([N:10]2[CH2:15][CH2:14][CH:13]([C:16]3[CH:21]=[CH:20][C:19]([F:22])=[CH:18][CH:17]=3)[CH2:12][CH2:11]2)=[O:9])=[C:4]([NH:23][C:24]2[CH:29]=[CH:28][C:27]([F:30])=[CH:26][C:25]=2[CH3:31])[CH:3]=1.[Cl:32]N1C(=O)CCC1=O.[Cl-].[NH4+], predict the reaction product.